This data is from Catalyst prediction with 721,799 reactions and 888 catalyst types from USPTO. The task is: Predict which catalyst facilitates the given reaction. (1) Reactant: BrC1C=CC(O)=C(C2C=[CH:16][C:15]3[C:10](=[CH:11][CH:12]=[C:13]([C:18]4[N:22]([CH:23]5[CH2:28][CH2:27][CH2:26][CH2:25][CH2:24]5)[C:21]5[CH:29]=[CH:30][C:31]([C:33]([OH:35])=[O:34])=[CH:32][C:20]=5[N:19]=4)[CH:14]=3)[N:9]=2)C=1.C(OC(C1C=CC2N(C3CCCCC3)C(C3C=CC(N)=C(C=O)C=3)=NC=2C=1)=O)C.[OH:66][C:67]1[CH:72]=[C:71]([O:73][CH3:74])[CH:70]=[C:69]([O:75][CH3:76])[C:68]=1[C:77](=O)[CH3:78].[OH-].[K+]. The catalyst class is: 8. Product: [CH:23]1([N:22]2[C:21]3[CH:29]=[CH:30][C:31]([C:33]([OH:35])=[O:34])=[CH:32][C:20]=3[N:19]=[C:18]2[C:13]2[CH:14]=[C:15]3[C:10](=[CH:11][CH:12]=2)[N:9]=[C:77]([C:68]2[C:69]([O:75][CH3:76])=[CH:70][C:71]([O:73][CH3:74])=[CH:72][C:67]=2[OH:66])[CH:78]=[CH:16]3)[CH2:24][CH2:25][CH2:26][CH2:27][CH2:28]1. (2) Reactant: C[O:2][C:3](=[O:39])[C:4]1[CH:9]=[CH:8][C:7]([CH2:10][N:11]([C:25](=[O:38])[CH:26]([NH2:37])[CH2:27][C:28]2[C:33]([CH3:34])=[CH:32][C:31]([OH:35])=[CH:30][C:29]=2[CH3:36])[CH:12]([C:14]2[NH:15][CH:16]=[C:17]([C:19]3[CH:24]=[CH:23][CH:22]=[CH:21][CH:20]=3)[N:18]=2)[CH3:13])=[CH:6][CH:5]=1.[Li+].[OH-].Cl. Product: [NH2:37][CH:26]([CH2:27][C:28]1[C:33]([CH3:34])=[CH:32][C:31]([OH:35])=[CH:30][C:29]=1[CH3:36])[C:25]([N:11]([CH2:10][C:7]1[CH:8]=[CH:9][C:4]([C:3]([OH:39])=[O:2])=[CH:5][CH:6]=1)[CH:12]([C:14]1[NH:15][CH:16]=[C:17]([C:19]2[CH:20]=[CH:21][CH:22]=[CH:23][CH:24]=2)[N:18]=1)[CH3:13])=[O:38]. The catalyst class is: 1. (3) Reactant: CN(C)C=O.[CH:6](=[N:8][OH:9])[CH3:7].[Cl:10][C:11]1[CH:16]=[CH:15][C:14]([C:17]([C:19]2[CH:32]=[CH:31][C:22]([NH:23][C:24](=[O:30])[O:25][C:26]([CH3:29])([CH3:28])[CH3:27])=[C:21]([CH3:33])[CH:20]=2)=[CH2:18])=[CH:13][CH:12]=1.C(N(CC)CC)C. Product: [Cl:10][C:11]1[CH:12]=[CH:13][C:14]([C:17]2([C:19]3[CH:32]=[CH:31][C:22]([NH:23][C:24](=[O:30])[O:25][C:26]([CH3:29])([CH3:27])[CH3:28])=[C:21]([CH3:33])[CH:20]=3)[O:9][N:8]=[C:6]([CH3:7])[CH2:18]2)=[CH:15][CH:16]=1. The catalyst class is: 6. (4) Reactant: [NH2:1][C:2]1[CH:7]=[CH:6][CH:5]=[CH:4][C:3]=1[SH:8].Br[CH:10]1[C:18]2[C:14](=[CH:15][NH:16][N:17]=2)[C:13]([CH3:20])([CH3:19])[CH2:12][C:11]1=O.C([OH:24])C. Product: [CH3:19][C:13]1([CH3:20])[C:14]2=[CH:15][NH:16][N:17]=[C:18]2[C:10]2[S:8][C:3]3[CH:4]=[CH:5][CH:6]=[CH:7][C:2]=3[NH:1][C:11]=2[C:12]1=[O:24]. The catalyst class is: 66. (5) Reactant: [Cl:1][C:2]1[CH:3]=[C:4]([C:7]([N:9]([CH2:19][CH:20]2[CH2:23][CH2:22][CH2:21]2)[CH2:10][C:11]2[CH:16]=[CH:15][C:14]([OH:17])=[CH:13][C:12]=2[F:18])=[O:8])[NH:5]C=1.[C:24]([NH:31][C@:32]([C:36]([OH:38])=O)([CH3:35])[CH2:33][CH3:34])([O:26][C:27]([CH3:30])([CH3:29])[CH3:28])=[O:25].C1CCC([N:45]=C=NC2CCCCC2)CC1.N1C=CC=CC=1. Product: [C:24]([NH:31][C@@:32]([CH3:35])([CH2:33][CH3:34])[C:36]([O:17][C:14]1[CH:15]=[CH:16][C:11]([CH2:10][N:9]([CH2:19][CH:20]2[CH2:21][CH2:22][CH2:23]2)[C:7]([C:4]2[NH:5][N:45]=[C:2]([Cl:1])[CH:3]=2)=[O:8])=[C:12]([F:18])[CH:13]=1)=[O:38])([O:26][C:27]([CH3:30])([CH3:29])[CH3:28])=[O:25]. The catalyst class is: 13. (6) Reactant: C1([C:4]2([N:7]([CH2:40][C:41]3[CH:46]=[C:45]([CH2:47][CH2:48][CH2:49][O:50][CH3:51])[CH:44]=[C:43]([OH:52])[CH:42]=3)[C:8](=[O:39])[CH:9]([CH2:19][C:20]3[CH:25]=[CH:24][C:23]([O:26][CH2:27][CH2:28][O:29][C:30]4[C:35]([Cl:36])=[CH:34][C:33]([CH3:37])=[CH:32][C:31]=4[Cl:38])=[CH:22][CH:21]=3)[CH2:10][NH:11][C:12](=[O:18])[O:13][C:14]([CH3:17])([CH3:16])[CH3:15])[CH2:6][CH2:5]2)CC1.Cl[C:54](Cl)([O:56]C(=O)OC(Cl)(Cl)Cl)Cl.[OH-].[Na+].[NH2:67][CH2:68][C:69]([CH3:74])([CH3:73])[C:70]([NH2:72])=[O:71]. Product: [NH2:72][C:70](=[O:71])[C:69]([CH3:74])([CH3:73])[CH2:68][NH:67][C:54](=[O:56])[O:52][C:43]1[CH:44]=[C:45]([CH2:47][CH2:48][CH2:49][O:50][CH3:51])[CH:46]=[C:41]([CH2:40][N:7]([C:8](=[O:39])[CH:9]([CH2:19][C:20]2[CH:25]=[CH:24][C:23]([O:26][CH2:27][CH2:28][O:29][C:30]3[C:35]([Cl:36])=[CH:34][C:33]([CH3:37])=[CH:32][C:31]=3[Cl:38])=[CH:22][CH:21]=2)[CH2:10][NH:11][C:12]([O:13][C:14]([CH3:17])([CH3:15])[CH3:16])=[O:18])[CH:4]2[CH2:5][CH2:6]2)[CH:42]=1. The catalyst class is: 4.